Dataset: NCI-60 drug combinations with 297,098 pairs across 59 cell lines. Task: Regression. Given two drug SMILES strings and cell line genomic features, predict the synergy score measuring deviation from expected non-interaction effect. (1) Drug 1: CC1=CC=C(C=C1)C2=CC(=NN2C3=CC=C(C=C3)S(=O)(=O)N)C(F)(F)F. Drug 2: CCN(CC)CCCC(C)NC1=C2C=C(C=CC2=NC3=C1C=CC(=C3)Cl)OC. Cell line: BT-549. Synergy scores: CSS=12.4, Synergy_ZIP=-4.41, Synergy_Bliss=-2.37, Synergy_Loewe=-11.7, Synergy_HSA=-2.35. (2) Drug 1: COC1=C(C=C2C(=C1)N=CN=C2NC3=CC(=C(C=C3)F)Cl)OCCCN4CCOCC4. Drug 2: CCN(CC)CCNC(=O)C1=C(NC(=C1C)C=C2C3=C(C=CC(=C3)F)NC2=O)C. Cell line: PC-3. Synergy scores: CSS=11.3, Synergy_ZIP=-3.44, Synergy_Bliss=-4.66, Synergy_Loewe=-5.40, Synergy_HSA=-4.80. (3) Drug 1: CC1C(C(CC(O1)OC2CC(CC3=C2C(=C4C(=C3O)C(=O)C5=C(C4=O)C(=CC=C5)OC)O)(C(=O)CO)O)N)O.Cl. Drug 2: C1=CC(=C2C(=C1NCCNCCO)C(=O)C3=C(C=CC(=C3C2=O)O)O)NCCNCCO. Cell line: RXF 393. Synergy scores: CSS=21.4, Synergy_ZIP=-7.53, Synergy_Bliss=2.42, Synergy_Loewe=-3.54, Synergy_HSA=1.34. (4) Drug 1: CC1=CC=C(C=C1)C2=CC(=NN2C3=CC=C(C=C3)S(=O)(=O)N)C(F)(F)F. Drug 2: C1C(C(OC1N2C=NC(=NC2=O)N)CO)O. Cell line: MDA-MB-231. Synergy scores: CSS=1.21, Synergy_ZIP=-1.40, Synergy_Bliss=-0.761, Synergy_Loewe=-8.57, Synergy_HSA=-3.19. (5) Drug 1: CC12CCC(CC1=CCC3C2CCC4(C3CC=C4C5=CN=CC=C5)C)O. Drug 2: COC1=C2C(=CC3=C1OC=C3)C=CC(=O)O2. Cell line: HCC-2998. Synergy scores: CSS=-4.63, Synergy_ZIP=0.373, Synergy_Bliss=-1.81, Synergy_Loewe=-10.5, Synergy_HSA=-6.25. (6) Drug 1: C1C(C(OC1N2C=C(C(=O)NC2=O)F)CO)O. Drug 2: CNC(=O)C1=NC=CC(=C1)OC2=CC=C(C=C2)NC(=O)NC3=CC(=C(C=C3)Cl)C(F)(F)F. Cell line: TK-10. Synergy scores: CSS=8.78, Synergy_ZIP=0.00183, Synergy_Bliss=6.33, Synergy_Loewe=-14.9, Synergy_HSA=1.39. (7) Drug 1: CC12CCC3C(C1CCC2=O)CC(=C)C4=CC(=O)C=CC34C. Drug 2: C1=CC(=C2C(=C1NCCNCCO)C(=O)C3=C(C=CC(=C3C2=O)O)O)NCCNCCO. Cell line: PC-3. Synergy scores: CSS=50.1, Synergy_ZIP=10.1, Synergy_Bliss=9.14, Synergy_Loewe=11.7, Synergy_HSA=13.0.